Dataset: Catalyst prediction with 721,799 reactions and 888 catalyst types from USPTO. Task: Predict which catalyst facilitates the given reaction. (1) Reactant: [Br:1][C:2]1[CH:13]=[C:12]([O:14]C)[C:5]2[N:6]([CH:9]3[CH2:11][CH2:10]3)[CH:7]=[N:8][C:4]=2[CH:3]=1.B(Br)(Br)Br.N.CO. Product: [Br:1][C:2]1[CH:13]=[C:12]([OH:14])[C:5]2[N:6]([CH:9]3[CH2:11][CH2:10]3)[CH:7]=[N:8][C:4]=2[CH:3]=1. The catalyst class is: 4. (2) Reactant: C(OC([NH:8][C@H:9]([CH2:15][CH2:16][CH2:17][C:18]1[CH:23]=[CH:22][CH:21]=[CH:20][CH:19]=1)[C@H:10]([OH:14])[C:11]([OH:13])=[O:12])=O)(C)(C)C. Product: [NH2:8][C@H:9]([CH2:15][CH2:16][CH2:17][C:18]1[CH:19]=[CH:20][CH:21]=[CH:22][CH:23]=1)[C@H:10]([OH:14])[C:11]([OH:13])=[O:12]. The catalyst class is: 89. (3) Reactant: [F:1][C:2]1[CH:9]=[CH:8][CH:7]=[CH:6][C:3]=1[CH2:4]Cl.[C:10](OCC)(=[O:16])[C:11]([O:13][CH2:14][CH3:15])=[O:12]. Product: [F:1][C:2]1[CH:9]=[CH:8][CH:7]=[CH:6][C:3]=1[CH2:4][C:10](=[O:16])[C:11]([O:13][CH2:14][CH3:15])=[O:12]. The catalyst class is: 27. (4) Reactant: [CH2:1]([N:8]1[CH:17]=[C:16]([C:18]2[CH:23]=[C:22]([F:24])[C:21]([F:25])=[C:20]([F:26])[CH:19]=2)[C:15]2[C:10](=[CH:11][CH:12]=[C:13]([O:27]C)[CH:14]=2)[C:9]1=[O:29])[C:2]1[CH:7]=[CH:6][CH:5]=[CH:4][CH:3]=1.ClC1C=CC=CC=1.B(Br)(Br)Br.O. Product: [CH2:1]([N:8]1[CH:17]=[C:16]([C:18]2[CH:23]=[C:22]([F:24])[C:21]([F:25])=[C:20]([F:26])[CH:19]=2)[C:15]2[C:10](=[CH:11][CH:12]=[C:13]([OH:27])[CH:14]=2)[C:9]1=[O:29])[C:2]1[CH:3]=[CH:4][CH:5]=[CH:6][CH:7]=1. The catalyst class is: 5. (5) Reactant: [NH:1]1[CH2:6][CH2:5][CH:4]([CH2:7][CH2:8][CH2:9][CH2:10][NH:11][C:12](=[O:21])[CH2:13][CH2:14][C:15]2[CH:16]=[N:17][CH:18]=[CH:19][CH:20]=2)[CH2:3][CH2:2]1.Br[CH:23]1[C:35]2[CH:34]=[CH:33][CH:32]=[CH:31][C:30]=2[C:29]2[C:24]1=[CH:25][CH:26]=[CH:27][CH:28]=2.C(Cl)(Cl)Cl.[OH-].[Na+]. Product: [CH:25]1[C:24]2[CH:23]([N:1]3[CH2:6][CH2:5][CH:4]([CH2:7][CH2:8][CH2:9][CH2:10][NH:11][C:12](=[O:21])[CH2:13][CH2:14][C:15]4[CH:16]=[N:17][CH:18]=[CH:19][CH:20]=4)[CH2:3][CH2:2]3)[C:35]3[C:30](=[CH:31][CH:32]=[CH:33][CH:34]=3)[C:29]=2[CH:28]=[CH:27][CH:26]=1. The catalyst class is: 10.